Dataset: Full USPTO retrosynthesis dataset with 1.9M reactions from patents (1976-2016). Task: Predict the reactants needed to synthesize the given product. (1) Given the product [Cl:1][C:2]1[CH:7]=[CH:6][C:5]([C:8]2[C:12]([C:13]3[CH:18]=[CH:17][N:16]=[C:15]([NH:19][C:20]4[CH:21]=[CH:22][C:23]([CH2:26][N:27]5[CH2:28][CH2:29][N:30]([CH3:33])[CH2:31][CH2:32]5)=[CH:24][CH:25]=4)[N:14]=3)=[CH:11][N:10]([CH:38]3[CH2:39][CH2:40][N:35]([CH3:34])[CH2:36][CH2:37]3)[N:9]=2)=[CH:4][CH:3]=1, predict the reactants needed to synthesize it. The reactants are: [Cl:1][C:2]1[CH:7]=[CH:6][C:5]([C:8]2[C:12]([C:13]3[CH:18]=[CH:17][N:16]=[C:15]([NH:19][C:20]4[CH:25]=[CH:24][C:23]([CH2:26][N:27]5[CH2:32][CH2:31][N:30]([CH3:33])[CH2:29][CH2:28]5)=[CH:22][CH:21]=4)[N:14]=3)=[CH:11][NH:10][N:9]=2)=[CH:4][CH:3]=1.[CH3:34][N:35]1[CH2:40][CH2:39][CH:38](O)[CH2:37][CH2:36]1. (2) Given the product [OH:20][N:19]=[C:11]([NH2:12])[C:10]1[CH:13]=[CH:14][C:7]([N:4]2[CH2:3][CH2:2][O:1][CH2:6][CH2:5]2)=[C:8]([C:15]([F:18])([F:17])[F:16])[CH:9]=1, predict the reactants needed to synthesize it. The reactants are: [O:1]1[CH2:6][CH2:5][N:4]([C:7]2[CH:14]=[CH:13][C:10]([C:11]#[N:12])=[CH:9][C:8]=2[C:15]([F:18])([F:17])[F:16])[CH2:3][CH2:2]1.[NH2:19][OH:20]. (3) The reactants are: Br[C:2]1[CH:11]=[C:10]2[C:5]([CH:6]=[C:7]([NH:12][C:13]([CH:15]3[CH2:17][CH2:16]3)=[O:14])[N:8]=[CH:9]2)=[CH:4][CH:3]=1.N1[C:31]2[C:22](=[CH:23][CH:24]=[C:25]3[C:30]=2N=CC=C3)C=CC=1.C(=O)([O-])[O-:33].[Cs+].[Cs+]. Given the product [CH:22]1([O:33][C:2]2[CH:11]=[C:10]3[C:5]([CH:6]=[C:7]([NH:12][C:13]([CH:15]4[CH2:17][CH2:16]4)=[O:14])[N:8]=[CH:9]3)=[CH:4][CH:3]=2)[CH2:31][CH2:30][CH2:25][CH2:24][CH2:23]1, predict the reactants needed to synthesize it. (4) The reactants are: [Cl:1][C:2]1[CH:29]=[CH:28][C:5]([CH2:6][N:7]2[CH:12]=[N:11][C:10]([N:13]3[CH2:18][CH:17](O)[C:16]([C:20]4[CH:25]=[CH:24][C:23]([F:26])=[CH:22][CH:21]=4)=[CH:15][CH2:14]3)=[N:9][C:8]2=[O:27])=[CH:4][CH:3]=1.C(N(S(F)(F)[F:36])CC)C. Given the product [Cl:1][C:2]1[CH:29]=[CH:28][C:5]([CH2:6][N:7]2[CH:12]=[N:11][C:10]([N:13]3[CH2:18][CH:17]([F:36])[C:16]([C:20]4[CH:25]=[CH:24][C:23]([F:26])=[CH:22][CH:21]=4)=[CH:15][CH2:14]3)=[N:9][C:8]2=[O:27])=[CH:4][CH:3]=1, predict the reactants needed to synthesize it. (5) Given the product [C:28]1([CH:7]([C:1]2[CH:2]=[CH:3][CH:4]=[CH:5][CH:6]=2)[N:8]2[C:16]3[C:11](=[CH:12][CH:13]=[CH:14][CH:15]=3)[C:10]3([C:17]4[CH:22]=[C:21]([CH3:23])[C:20]([O:24][CH3:25])=[CH:19][C:18]=4[O:26][CH2:34]3)[C:9]2=[O:27])[CH:33]=[CH:32][CH:31]=[CH:30][CH:29]=1, predict the reactants needed to synthesize it. The reactants are: [C:1]1([CH:7]([C:28]2[CH:33]=[CH:32][CH:31]=[CH:30][CH:29]=2)[N:8]2[C:16]3[C:11](=[CH:12][CH:13]=[CH:14][CH:15]=3)[CH:10]([C:17]3[CH:22]=[C:21]([CH3:23])[C:20]([O:24][CH3:25])=[CH:19][C:18]=3[OH:26])[C:9]2=[O:27])[CH:6]=[CH:5][CH:4]=[CH:3][CH:2]=1.[C:34](=O)([O-])[O-].[Cs+].[Cs+].ClCI. (6) Given the product [CH3:1][C@H:2]1[CH2:3][N:4]([C:15]2[CH:16]=[CH:17][C:18]3[O:19][CH2:20][C:21](=[O:25])[NH:22][C:23]=3[N:24]=2)[C@@H:5]([C:8]2[CH:9]=[CH:10][CH:11]=[CH:12][CH:13]=2)[CH2:6][O:7]1, predict the reactants needed to synthesize it. The reactants are: [CH3:1][C@H:2]1[O:7][CH2:6][C@@H:5]([C:8]2[CH:13]=[CH:12][CH:11]=[CH:10][CH:9]=2)[NH:4][CH2:3]1.Br[C:15]1[CH:16]=[CH:17][C:18]2[O:19][CH2:20][C:21](=[O:25])[NH:22][C:23]=2[N:24]=1. (7) Given the product [Cl:12][C:8]1[CH:7]=[C:6]2[C:11]([C:2]([NH:13][C@H:14]3[CH2:19][CH2:18][C@@H:17]([NH2:20])[CH2:16][CH2:15]3)=[CH:3][CH:4]=[N:5]2)=[CH:10][CH:9]=1, predict the reactants needed to synthesize it. The reactants are: Cl[C:2]1[C:11]2[C:6](=[CH:7][C:8]([Cl:12])=[CH:9][CH:10]=2)[N:5]=[CH:4][CH:3]=1.[NH2:13][C@H:14]1[CH2:19][CH2:18][C@@H:17]([NH2:20])[CH2:16][CH2:15]1. (8) Given the product [CH2:1]([O:8][C:9]1[CH:14]=[CH:13][C:12]([I:16])=[C:11]([OH:15])[CH:10]=1)[C:2]1[CH:3]=[CH:4][CH:5]=[CH:6][CH:7]=1, predict the reactants needed to synthesize it. The reactants are: [CH2:1]([O:8][C:9]1[CH:10]=[C:11]([OH:15])[CH:12]=[CH:13][CH:14]=1)[C:2]1[CH:7]=[CH:6][CH:5]=[CH:4][CH:3]=1.[I:16]I. (9) Given the product [Cl:49][C:46]1[CH:47]=[CH:48][C:43]([NH:42][C:40]([C:35]2[C:34]([NH:33][C:31](=[O:32])[C:30]3[CH:29]=[CH:28][C:27]([S:26][CH3:25])=[CH:51][C:50]=3[O:12][CH2:11][C@@H:10]([O:13][CH2:14][C:15]3[CH:20]=[CH:19][C:18]([O:21][CH3:22])=[C:17]([O:23][CH3:24])[CH:16]=3)[CH2:9][NH:8][C:6]([O:5][C:1]([CH3:4])([CH3:3])[CH3:2])=[O:7])=[CH:39][CH:38]=[CH:37][N:36]=2)=[O:41])=[N:44][CH:45]=1, predict the reactants needed to synthesize it. The reactants are: [C:1]([O:5][C:6]([NH:8][CH2:9][C@H:10]([O:13][CH2:14][C:15]1[CH:20]=[CH:19][C:18]([O:21][CH3:22])=[C:17]([O:23][CH3:24])[CH:16]=1)[CH2:11][OH:12])=[O:7])([CH3:4])([CH3:3])[CH3:2].[CH3:25][S:26][C:27]1[CH:51]=[CH:50][C:30]([C:31]([NH:33][C:34]2[C:35]([C:40]([NH:42][C:43]3[CH:48]=[CH:47][C:46]([Cl:49])=[CH:45][N:44]=3)=[O:41])=[N:36][CH:37]=[CH:38][CH:39]=2)=[O:32])=[C:29](O)[CH:28]=1.